From a dataset of Forward reaction prediction with 1.9M reactions from USPTO patents (1976-2016). Predict the product of the given reaction. (1) Given the reactants C([O-])([O-])=O.[K+].[K+].[C:7]([C:9]1[C:10](Cl)=[C:11]([CH:25]=[C:26]([F:29])[C:27]=1[Cl:28])[C:12]([C:14](=[CH:20][NH:21][CH:22]1[CH2:24][CH2:23]1)[C:15]([O:17][CH2:18][CH3:19])=[O:16])=[O:13])#[N:8], predict the reaction product. The product is: [C:7]([C:9]1[C:27]([Cl:28])=[C:26]([F:29])[CH:25]=[C:11]2[C:10]=1[N:21]([CH:22]1[CH2:24][CH2:23]1)[CH:20]=[C:14]([C:15]([O:17][CH2:18][CH3:19])=[O:16])[C:12]2=[O:13])#[N:8]. (2) Given the reactants Br[C:2]1[CH:3]=[CH:4][CH:5]=[C:6]2[C:11]=1[N:10]=[C:9]([C:12]1[C:21]3[C:16](=[CH:17][CH:18]=[CH:19][CH:20]=3)[CH:15]=[CH:14][CH:13]=1)[CH:8]=[CH:7]2.[CH:22]([C:25]1[CH:31]=[CH:30][CH:29]=[C:28]([CH:32]([CH3:34])[CH3:33])[C:26]=1[NH2:27])([CH3:24])[CH3:23].C1(P(C2CCCCC2)C2C=CC=CC=2C2C=CC=CC=2N(C)C)CCCCC1.CC([O-])(C)C.[Na+], predict the reaction product. The product is: [CH:32]([C:28]1[CH:29]=[CH:30][CH:31]=[C:25]([CH:22]([CH3:24])[CH3:23])[C:26]=1[NH:27][C:2]1[CH:3]=[CH:4][CH:5]=[C:6]2[C:11]=1[N:10]=[C:9]([C:12]1[C:21]3[C:16](=[CH:17][CH:18]=[CH:19][CH:20]=3)[CH:15]=[CH:14][CH:13]=1)[CH:8]=[CH:7]2)([CH3:34])[CH3:33]. (3) The product is: [Br:1][C:2]1[C:10]2[C:9]([NH:11][C:12]3[CH:13]=[C:14]4[CH:20]=[N:19][NH:18][C:15]4=[N:16][CH:17]=3)=[N:8][CH:7]=[N:6][C:5]=2[NH:4][C:3]=1[C:21]([NH:28][CH2:27][CH2:26][N:25]([CH3:29])[CH3:24])=[O:22]. Given the reactants [Br:1][C:2]1[C:10]2[C:9]([NH:11][C:12]3[CH:13]=[C:14]4[CH:20]=[N:19][NH:18][C:15]4=[N:16][CH:17]=3)=[N:8][CH:7]=[N:6][C:5]=2[NH:4][C:3]=1[C:21](O)=[O:22].[CH3:24][N:25]([CH3:29])[CH2:26][CH2:27][NH2:28], predict the reaction product. (4) The product is: [F:26][C:3]1([F:2])[CH2:8][CH2:7][N:6]([C:9]2[S:17][C:16]3[C:15]([N:18]4[CH2:23][CH2:22][N:21]([C:28]([NH:27][C@H:30]([C:32]5[CH:37]=[CH:36][CH:35]=[C:34]([O:38][CH3:39])[CH:33]=5)[CH3:31])=[O:29])[C:20]([CH3:24])([CH3:25])[CH2:19]4)=[N:14][CH:13]=[N:12][C:11]=3[CH:10]=2)[CH2:5][CH2:4]1. Given the reactants Cl.[F:2][C:3]1([F:26])[CH2:8][CH2:7][N:6]([C:9]2[S:17][C:16]3[C:15]([N:18]4[CH2:23][CH2:22][NH:21][C:20]([CH3:25])([CH3:24])[CH2:19]4)=[N:14][CH:13]=[N:12][C:11]=3[CH:10]=2)[CH2:5][CH2:4]1.[N:27]([C@H:30]([C:32]1[CH:37]=[CH:36][CH:35]=[C:34]([O:38][CH3:39])[CH:33]=1)[CH3:31])=[C:28]=[O:29].C(N(CC)C(C)C)(C)C, predict the reaction product. (5) Given the reactants C[O:2][C:3](=O)[CH2:4][C:5]1[CH:10]=[CH:9][N:8]=[CH:7][C:6]=1[C:11]#[N:12].[BH4-].[Na+].[Cl-].[NH4+], predict the reaction product. The product is: [OH:2][CH2:3][CH2:4][C:5]1[C:6]([C:11]#[N:12])=[CH:7][N:8]=[CH:9][CH:10]=1. (6) Given the reactants [CH3:1][C:2]1[O:6][N:5]=[C:4]([C:7]2[CH:12]=[CH:11][C:10]([NH2:13])=[CH:9][CH:8]=2)[N:3]=1.[CH3:14][O:15][C:16]1[C:25]2[O:24][CH2:23][O:22][CH2:21][C:20]=2[CH:19]=[C:18]([CH:26]=O)[CH:17]=1.C[Si]([C:32]#[N:33])(C)C, predict the reaction product. The product is: [CH3:14][O:15][C:16]1[C:25]2[O:24][CH2:23][O:22][CH2:21][C:20]=2[CH:19]=[C:18]([CH:26]([NH:13][C:10]2[CH:11]=[CH:12][C:7]([C:4]3[N:3]=[C:2]([CH3:1])[O:6][N:5]=3)=[CH:8][CH:9]=2)[C:32]#[N:33])[CH:17]=1.